This data is from Peptide-MHC class I binding affinity with 185,985 pairs from IEDB/IMGT. The task is: Regression. Given a peptide amino acid sequence and an MHC pseudo amino acid sequence, predict their binding affinity value. This is MHC class I binding data. (1) The peptide sequence is VPAMFTAAL. The MHC is HLA-B51:01 with pseudo-sequence HLA-B51:01. The binding affinity (normalized) is 0.323. (2) The peptide sequence is ETAIRAGYSI. The MHC is HLA-A68:02 with pseudo-sequence HLA-A68:02. The binding affinity (normalized) is 0.547. (3) The peptide sequence is VTDNNRSFY. The MHC is HLA-A68:02 with pseudo-sequence HLA-A68:02. The binding affinity (normalized) is 0. (4) The MHC is HLA-B08:03 with pseudo-sequence HLA-B08:03. The peptide sequence is VVFEDGLPR. The binding affinity (normalized) is 0.0847.